Dataset: Skin sensitization/reaction prediction data. Task: Regression/Classification. Given a drug SMILES string, predict its toxicity properties. Task type varies by dataset: regression for continuous values (e.g., LD50, hERG inhibition percentage) or binary classification for toxic/non-toxic outcomes (e.g., AMES mutagenicity, cardiotoxicity, hepatotoxicity). Dataset: skin_reaction. The molecule is CNc1cccc(NC)c1. The result is 1 (causes skin reaction).